This data is from Catalyst prediction with 721,799 reactions and 888 catalyst types from USPTO. The task is: Predict which catalyst facilitates the given reaction. (1) Reactant: [CH2:1]([O:3][C:4](OCC)(OCC)[CH2:5][CH3:6])[CH3:2].[C:13](#[N:17])[CH2:14][C:15]#[N:16].CC(O)=O. Product: [CH2:1]([O:3][C:4](=[C:14]([C:13]#[N:17])[C:15]#[N:16])[CH2:5][CH3:6])[CH3:2]. The catalyst class is: 8. (2) Reactant: O.[NH2:2][NH2:3].[Cl:4][CH2:5][CH2:6][CH2:7][CH:8]([C:13]1[CH:18]=[CH:17][CH:16]=[CH:15][CH:14]=1)[C:9](OC)=[O:10]. Product: [Cl:4][CH2:5][CH2:6][CH2:7][CH:8]([C:13]1[CH:18]=[CH:17][CH:16]=[CH:15][CH:14]=1)[C:9]([NH:2][NH2:3])=[O:10]. The catalyst class is: 8. (3) Reactant: [C:1]1([CH2:7][CH2:8][O:9][CH2:10][CH2:11][CH2:12][N:13]2[CH2:22][CH2:21][C:16]3(OCC[O:17]3)[CH2:15][CH2:14]2)[CH:6]=[CH:5][CH:4]=[CH:3][CH:2]=1.Cl. Product: [C:1]1([CH2:7][CH2:8][O:9][CH2:10][CH2:11][CH2:12][N:13]2[CH2:22][CH2:21][C:16](=[O:17])[CH2:15][CH2:14]2)[CH:6]=[CH:5][CH:4]=[CH:3][CH:2]=1. The catalyst class is: 1. (4) Reactant: Cl[C:2]1[N:3]=[C:4](Cl)[C:5]2[CH2:10][N:9]([CH:11]([CH3:13])[CH3:12])[C:8](=[O:14])[C:6]=2[N:7]=1.[NH:16]1[CH2:20][CH2:19][CH2:18][C@@H:17]1[C:21]([OH:23])=[O:22].CCN(C(C)C)C(C)C.ClC1N=C(N2CCC[C@@H]2COCC)C2CN(C(C)C)C(=O)C=2N=1.[N:56]1([C:62](=[O:64])[CH3:63])[CH2:61][CH2:60][NH:59][CH2:58][CH2:57]1. Product: [C:62]([N:56]1[CH2:61][CH2:60][N:59]([C:2]2[N:3]=[C:4]([N:16]3[CH2:20][CH2:19][CH2:18][C@@H:17]3[C:21]([OH:23])=[O:22])[C:5]3[CH2:10][N:9]([CH:11]([CH3:13])[CH3:12])[C:8](=[O:14])[C:6]=3[N:7]=2)[CH2:58][CH2:57]1)(=[O:64])[CH3:63]. The catalyst class is: 51. (5) Reactant: [NH2:1][C:2]1[CH:7]=[C:6]([CH3:8])[CH:5]=[CH:4][C:3]=1[OH:9].[C:10](N1C=CN=C1)(N1C=CN=C1)=[O:11]. Product: [CH3:8][C:6]1[CH:5]=[CH:4][C:3]2[O:9][C:10](=[O:11])[NH:1][C:2]=2[CH:7]=1. The catalyst class is: 10. (6) Reactant: [CH2:1]([O:3][C:4](=[O:12])[CH2:5][CH2:6][NH:7][CH:8]1[CH2:11][CH2:10][CH2:9]1)[CH3:2].[Cl:13][C:14]1[N:19]=[C:18](Cl)[C:17]([N+:21]([O-:23])=[O:22])=[CH:16][N:15]=1.C(=O)(O)[O-].[K+]. Product: [CH2:1]([O:3][C:4](=[O:12])[CH2:5][CH2:6][N:7]([C:16]1[C:17]([N+:21]([O-:23])=[O:22])=[CH:18][N:19]=[C:14]([Cl:13])[N:15]=1)[CH:8]1[CH2:11][CH2:10][CH2:9]1)[CH3:2]. The catalyst class is: 115. (7) Reactant: N#N.[NH:3]1[C:7]2[CH:8]=[CH:9][CH:10]=[CH:11][C:6]=2[N:5]=[C:4]1[CH:12]([NH2:23])[CH2:13][C:14]1[CH:19]=[CH:18][C:17]([CH:20]([F:22])[F:21])=[CH:16][CH:15]=1.[C:24](N1C=CN=C1)(N1C=CN=C1)=[O:25].O. Product: [F:21][CH:20]([F:22])[C:17]1[CH:18]=[CH:19][C:14]([CH2:13][CH:12]2[C:4]3=[N:5][C:6]4[CH:11]=[CH:10][CH:9]=[CH:8][C:7]=4[N:3]3[C:24](=[O:25])[NH:23]2)=[CH:15][CH:16]=1. The catalyst class is: 721. (8) Reactant: [C:1]1([S:7]([C:10]2[CH:22]=[CH:21][C:13]3[N:14]([C:18](Cl)=[O:19])[CH2:15][CH2:16][O:17][C:12]=3[CH:11]=2)(=[O:9])=[O:8])[CH:6]=[CH:5][CH:4]=[CH:3][CH:2]=1.C(=O)(O)O.[NH2:27][C:28]([NH2:30])=[NH:29].C(N(CC)C(C)C)(C)C. Product: [C:1]1([S:7]([C:10]2[CH:22]=[CH:21][C:13]3[N:14]([C:18]([NH:29][C:28]([NH2:30])=[NH:27])=[O:19])[CH2:15][CH2:16][O:17][C:12]=3[CH:11]=2)(=[O:9])=[O:8])[CH:6]=[CH:5][CH:4]=[CH:3][CH:2]=1. The catalyst class is: 10. (9) Reactant: [N+:1]([C:4]1[CH:9]=[CH:8][C:7]([CH2:10][CH:11]([NH2:22])[C:12]2[N:13]=[C:14]([C:17]3[S:18][CH:19]=[CH:20][CH:21]=3)[S:15][CH:16]=2)=[CH:6][CH:5]=1)([O-:3])=[O:2].[Cl:23][C:24]1[CH:25]=[C:26]([CH2:30][C:31](O)=[O:32])[CH:27]=[CH:28][CH:29]=1.ON1C2C=CC=CC=2N=N1.CN(C)CCCN=C=NCC.C(N(CC)CC)C. Product: [Cl:23][C:24]1[CH:25]=[C:26]([CH2:30][C:31]([NH:22][C@H:11]([C:12]2[N:13]=[C:14]([C:17]3[S:18][CH:19]=[CH:20][CH:21]=3)[S:15][CH:16]=2)[CH2:10][C:7]2[CH:6]=[CH:5][C:4]([N+:1]([O-:3])=[O:2])=[CH:9][CH:8]=2)=[O:32])[CH:27]=[CH:28][CH:29]=1. The catalyst class is: 18. (10) Reactant: [Cl:1][C:2]1[CH:7]=[CH:6][C:5]([N:8]2[C:11](=[O:12])[C@H:10]([S:13][CH2:14][C:15]([C:17]3[CH:22]=[CH:21][C:20]([Cl:23])=[CH:19][CH:18]=3)=[O:16])[C@H:9]2[C:24]2[CH:34]=[CH:33][C:27]([O:28][CH2:29][C:30](O)=[O:31])=[CH:26][CH:25]=2)=[CH:4][CH:3]=1.CN1CCOCC1.Cl.[NH2:43][CH2:44][C:45]([O:47]C(C)(C)C)=[O:46].CN(C(ON1N=NC2C=CC=CC1=2)=[N+](C)C)C.[B-](F)(F)(F)F. Product: [Cl:1][C:2]1[CH:3]=[CH:4][C:5]([N:8]2[C:11](=[O:12])[C@H:10]([S:13][CH2:14][C:15]([C:17]3[CH:22]=[CH:21][C:20]([Cl:23])=[CH:19][CH:18]=3)=[O:16])[C@H:9]2[C:24]2[CH:25]=[CH:26][C:27]([O:28][CH2:29][C:30]([NH:43][CH2:44][C:45]([OH:47])=[O:46])=[O:31])=[CH:33][CH:34]=2)=[CH:6][CH:7]=1. The catalyst class is: 2.